Task: Predict the reactants needed to synthesize the given product.. Dataset: Full USPTO retrosynthesis dataset with 1.9M reactions from patents (1976-2016) (1) Given the product [Cl:1][C:2]1[CH:7]=[C:6]([N:8]([NH:28][C:29]#[N:30])[CH2:9][S:10][CH3:32])[CH:5]=[C:4]([C:11]([F:13])([F:14])[F:12])[C:3]=1[C:15]1[CH:16]=[CH:17][C:18]([C@H:21]([NH:23][S:24]([CH3:27])(=[O:25])=[O:26])[CH3:22])=[CH:19][CH:20]=1, predict the reactants needed to synthesize it. The reactants are: [Cl:1][C:2]1[CH:7]=[C:6]([N:8]=[C:9]=[S:10])[CH:5]=[C:4]([C:11]([F:14])([F:13])[F:12])[C:3]=1[C:15]1[CH:20]=[CH:19][C:18]([C@H:21]([NH:23][S:24]([CH3:27])(=[O:26])=[O:25])[CH3:22])=[CH:17][CH:16]=1.[N:28]#[C:29][NH2:30].[Na].[CH3:32]I. (2) Given the product [C:39]([N:42]1[C:51]2[C:46](=[CH:47][C:48]([C:4]3[CH2:3][CH2:2][O:1][CH2:6][CH:5]=3)=[CH:49][CH:50]=2)[C@H:45]([NH:53][C:54](=[O:60])[O:55][C:56]([CH3:59])([CH3:58])[CH3:57])[C@@H:44]([CH3:61])[C@@H:43]1[CH:62]1[CH2:63][CH2:64]1)(=[O:41])[CH3:40], predict the reactants needed to synthesize it. The reactants are: [O:1]1[CH2:6][CH:5]=[C:4](B2OC(C)(C)C(C)(C)O2)[CH2:3][CH2:2]1.BrC1C=C2C(=CC=1)N[C@@H](C1CC1)[C@H](C)[C@H]2NC(=O)OC(C)(C)C.[C:39]([N:42]1[C:51]2[C:46](=[CH:47][C:48](Br)=[CH:49][CH:50]=2)[C@H:45]([NH:53][C:54](=[O:60])[O:55][C:56]([CH3:59])([CH3:58])[CH3:57])[C@@H:44]([CH3:61])[C@@H:43]1[CH:62]1[CH2:64][CH2:63]1)(=[O:41])[CH3:40].C(=O)([O-])[O-].[Cs+].[Cs+].